Task: Regression/Classification. Given a drug SMILES string, predict its absorption, distribution, metabolism, or excretion properties. Task type varies by dataset: regression for continuous measurements (e.g., permeability, clearance, half-life) or binary classification for categorical outcomes (e.g., BBB penetration, CYP inhibition). Dataset: b3db_classification.. Dataset: Blood-brain barrier permeability classification from the B3DB database (1) The compound is CCC1(CC)C(=O)NCC(C)C1=O. The result is 1 (penetrates BBB). (2) The drug is CCNCC(O)c1cccc(O)c1. The result is 0 (does not penetrate BBB). (3) The result is 1 (penetrates BBB). The molecule is CN1C(=O)CCC1c1cccnc1.